The task is: Predict which catalyst facilitates the given reaction.. This data is from Catalyst prediction with 721,799 reactions and 888 catalyst types from USPTO. Reactant: [C-:1]#[N:2].[K+].C#N.S(=O)(=O)(O)O.O[C:12]([CH3:24])([CH3:23])[CH2:13][C:14]1[CH:15]=[CH:16][C:17]([O:21][CH3:22])=[C:18]([OH:20])[CH:19]=1.C(=O)([O-])[O-].[Na+].[Na+]. Product: [CH3:22][O:21][C:17]1[CH:16]=[C:15]2[C:14]([CH2:13][C:12]([CH3:24])([CH3:23])[N:2]=[CH:1]2)=[CH:19][C:18]=1[OH:20]. The catalyst class is: 15.